This data is from Reaction yield outcomes from USPTO patents with 853,638 reactions. The task is: Predict the reaction yield, written as a fraction of the theoretical maximum amount of product (1.0 means a 100% yield; for example, 0.34 means a 34% yield). (1) The reactants are C([N:8]1[CH2:12][CH2:11][CH:10]([C:13]2[CH:14]=[C:15]3[C:19](=[CH:20][CH:21]=2)[NH:18][C:17]([C:22]([NH:24][C:25]2[CH:26]=[N:27][CH:28]=[C:29]([F:31])[CH:30]=2)=[O:23])=[CH:16]3)[CH2:9]1)C1C=CC=CC=1. The catalyst is CO.[Pd]. The product is [F:31][C:29]1[CH:30]=[C:25]([NH:24][C:22]([C:17]2[NH:18][C:19]3[C:15]([CH:16]=2)=[CH:14][C:13]([CH:10]2[CH2:11][CH2:12][NH:8][CH2:9]2)=[CH:21][CH:20]=3)=[O:23])[CH:26]=[N:27][CH:28]=1. The yield is 0.970. (2) The reactants are [CH3:1][S:2][C:3]1[N:4]=[CH:5][C:6]2[C:15]3[CH:14]=[CH:13][C:12]([C:16]([O:18][CH3:19])=[O:17])=[CH:11][C:10]=3[NH:9][C:8](=O)[C:7]=2[N:21]=1.O=P(Cl)(Cl)[Cl:24].CCN(C(C)C)C(C)C. The catalyst is C1(C)C=CC=CC=1. The product is [Cl:24][C:8]1[C:7]2[N:21]=[C:3]([S:2][CH3:1])[N:4]=[CH:5][C:6]=2[C:15]2[CH:14]=[CH:13][C:12]([C:16]([O:18][CH3:19])=[O:17])=[CH:11][C:10]=2[N:9]=1. The yield is 0.630. (3) The reactants are O[CH:2]1[N:6]([C:7]([O:9][CH2:10][C:11]2[CH:16]=[CH:15][CH:14]=[CH:13][CH:12]=2)=[O:8])[N:5]([CH2:17][C:18]#[CH:19])[C:4]([CH3:21])([CH3:20])[CH2:3]1.C(O)=[O:23]. No catalyst specified. The product is [CH3:20][C:4]1([CH3:21])[N:5]2[N:6]([C:7]([O:9][CH2:10][C:11]3[CH:16]=[CH:15][CH:14]=[CH:13][CH:12]=3)=[O:8])[CH:2]([CH2:19][C:18](=[O:23])[CH2:17]2)[CH2:3]1. The yield is 0.180.